Dataset: Full USPTO retrosynthesis dataset with 1.9M reactions from patents (1976-2016). Task: Predict the reactants needed to synthesize the given product. (1) Given the product [C:13]([O:17][C:18](=[O:21])[CH2:19][NH:20][C:2](=[O:4])[C:1]1[CH:11]=[CH:10][CH:9]=[CH:8][C:7]=1[NH2:6])([CH3:16])([CH3:15])[CH3:14], predict the reactants needed to synthesize it. The reactants are: [C:1]12[C:7](=[CH:8][CH:9]=[CH:10][CH:11]=1)[NH:6]C(=O)[O:4][C:2]2=O.[C:13]([O:17][C:18](=[O:21])[CH2:19][NH2:20])([CH3:16])([CH3:15])[CH3:14].C(N(CC)CC)C. (2) Given the product [OH:6][CH:5]([CH2:4][OH:3])[CH2:7][O:8][C:9]1[CH:10]=[C:11]([C:15]2[NH:41][C:18]3=[N:19][CH:20]=[C:21]([NH:23][C:24](=[O:40])[C:25]4[C:30]([F:31])=[CH:29][CH:28]=[C:27]([NH:32][S:33]([CH2:36][CH2:37][CH3:38])(=[O:35])=[O:34])[C:26]=4[F:39])[CH:22]=[C:17]3[CH:16]=2)[CH:12]=[CH:13][CH:14]=1, predict the reactants needed to synthesize it. The reactants are: CC1(C)[O:6][CH:5]([CH2:7][O:8][C:9]2[CH:10]=[C:11]([C:15]3[NH:41][C:18]4=[N:19][CH:20]=[C:21]([NH:23][C:24](=[O:40])[C:25]5[C:30]([F:31])=[CH:29][CH:28]=[C:27]([NH:32][S:33]([CH2:36][CH2:37][CH3:38])(=[O:35])=[O:34])[C:26]=5[F:39])[CH:22]=[C:17]4[CH:16]=3)[CH:12]=[CH:13][CH:14]=2)[CH2:4][O:3]1.Cl. (3) Given the product [CH:11](=[O:27])[CH2:12][CH2:13][CH2:14][CH2:15][CH2:16][CH2:17][CH2:18][CH2:19][CH2:20]/[CH:21]=[CH:22]\[CH2:23][CH2:24][CH2:25][CH3:26], predict the reactants needed to synthesize it. The reactants are: CS(C)=O.C(Cl)(=O)C(Cl)=O.[CH2:11]([OH:27])[CH2:12][CH2:13][CH2:14][CH2:15][CH2:16][CH2:17][CH2:18][CH2:19][CH2:20]/[CH:21]=[CH:22]\[CH2:23][CH2:24][CH2:25][CH3:26].C(N(CC)CC)C.